The task is: Predict the reaction yield, written as a fraction of the theoretical maximum amount of product (1.0 means a 100% yield; for example, 0.34 means a 34% yield).. This data is from Reaction yield outcomes from USPTO patents with 853,638 reactions. (1) The reactants are [O:1]1[CH2:6][CH2:5][C:4](=[O:7])[CH2:3][CH2:2]1.Cl[CH2:9][C:10]#[N:11].CC(C)([O-])C.[K+]. The catalyst is C(O)(C)(C)C.O. The product is [O:7]1[C:4]2([CH2:5][CH2:6][O:1][CH2:2][CH2:3]2)[CH:9]1[C:10]#[N:11]. The yield is 0.590. (2) The reactants are [CH:1]1([CH2:4][O:5][C:6](=[O:25])[CH:7]([C:12]2[CH:17]=[C:16]([O:18][CH2:19][CH:20]3[CH2:22][CH2:21]3)[C:15](I)=[C:14]([Cl:24])[CH:13]=2)[CH2:8][CH:9]([CH3:11])[CH3:10])[CH2:3][CH2:2]1.[F:26][C:27]([F:38])([F:37])[C:28]1[CH:33]=[CH:32][C:31](B(O)O)=[CH:30][CH:29]=1.[F-].[Cs+].O. The product is [CH:1]1([CH2:4][O:5][C:6](=[O:25])[CH:7]([C:12]2[CH:17]=[C:16]([O:18][CH2:19][CH:20]3[CH2:22][CH2:21]3)[C:15]([C:31]3[CH:32]=[CH:33][C:28]([C:27]([F:38])([F:37])[F:26])=[CH:29][CH:30]=3)=[C:14]([Cl:24])[CH:13]=2)[CH2:8][CH:9]([CH3:11])[CH3:10])[CH2:3][CH2:2]1. The yield is 0.700. The catalyst is COCCOC.C1C=CC(P(C2C=CC=CC=2)[C-]2C=CC=C2)=CC=1.C1C=CC(P(C2C=CC=CC=2)[C-]2C=CC=C2)=CC=1.Cl[Pd]Cl.[Fe+2].CCOC(C)=O. (3) The reactants are Cl[C:2]1[C:3]2[C:10]([I:11])=[CH:9][N:8]([C@@H:12]3[O:27][C@H:26]([CH2:28][O:29][CH2:30][C:31]4[CH:36]=[CH:35][C:34]([Cl:37])=[CH:33][C:32]=4[Cl:38])[C@@H:15]([O:16][CH2:17][C:18]4[CH:23]=[CH:22][C:21]([Cl:24])=[CH:20][C:19]=4[Cl:25])[C@@:13]3([CH3:39])[OH:14])[C:4]=2[N:5]=[CH:6][N:7]=1.[NH4+:40].[OH-]. The catalyst is O1CCOCC1. The product is [NH2:40][C:2]1[C:3]2[C:10]([I:11])=[CH:9][N:8]([C@@H:12]3[O:27][C@H:26]([CH2:28][O:29][CH2:30][C:31]4[CH:36]=[CH:35][C:34]([Cl:37])=[CH:33][C:32]=4[Cl:38])[C@@H:15]([O:16][CH2:17][C:18]4[CH:23]=[CH:22][C:21]([Cl:24])=[CH:20][C:19]=4[Cl:25])[C@@:13]3([CH3:39])[OH:14])[C:4]=2[N:5]=[CH:6][N:7]=1. The yield is 0.880. (4) The reactants are [Cl:1][C:2]1[C:10]([F:11])=[C:9]2[C:5]([CH:6]=[C:7]([CH:12]3[CH2:14][CH2:13]3)[NH:8]2)=[CH:4][CH:3]=1.Br[C:16]1[CH:17]=[N:18][N:19]([CH2:21][CH3:22])[CH:20]=1.P([O-])([O-])([O-])=O.[K+].[K+].[K+].CNCCNC. The catalyst is C1(C)C=CC=CC=1.CCOC(C)=O. The product is [Cl:1][C:2]1[C:10]([F:11])=[C:9]2[C:5]([CH:6]=[C:7]([CH:12]3[CH2:14][CH2:13]3)[N:8]2[C:16]2[CH:17]=[N:18][N:19]([CH2:21][CH3:22])[CH:20]=2)=[CH:4][CH:3]=1. The yield is 0.630. (5) The reactants are C(N(CC)CC)C.C(Cl)Cl.[CH:11]1([CH2:14][N:15]2[C:23]([N:24]3[CH2:29][C@H:28]([CH3:30])[NH:27][C@H:26]([CH3:31])[CH2:25]3)=[N:22][C:21]3[C:16]2=[N:17][C:18]([C:38]2[CH:39]=[N:40][C:41]([NH2:44])=[N:42][CH:43]=2)=[N:19][C:20]=3[N:32]2[CH2:37][CH2:36][O:35][CH2:34][CH2:33]2)[CH2:13][CH2:12]1.[C:45](OC(=O)C)(=[O:47])[CH3:46]. The catalyst is C(Cl)Cl.CO.CN(C)C=O. The product is [C:45]([N:27]1[C@@H:28]([CH3:30])[CH2:29][N:24]([C:23]2[N:15]([CH2:14][CH:11]3[CH2:13][CH2:12]3)[C:16]3[C:21]([N:22]=2)=[C:20]([N:32]2[CH2:33][CH2:34][O:35][CH2:36][CH2:37]2)[N:19]=[C:18]([C:38]2[CH:39]=[N:40][C:41]([NH2:44])=[N:42][CH:43]=2)[N:17]=3)[CH2:25][C@H:26]1[CH3:31])(=[O:47])[CH3:46]. The yield is 0.970. (6) The product is [C:29]([C:28]1[CH:27]=[C:26]([CH:33]=[C:32]([CH3:34])[CH:31]=1)[C:24]([C:23]1[N:18]([CH2:16][CH3:17])[C:19](=[O:39])[N:20]([CH2:2][O:3][C:4](=[O:15])[CH:5]([NH:7][C:8]([O:10][C:11]([CH3:14])([CH3:13])[CH3:12])=[O:9])[CH3:6])[C:21](=[O:38])[C:22]=1[CH:35]([CH3:37])[CH3:36])=[O:25])#[N:30]. The yield is 0.710. The reactants are Cl[CH2:2][O:3][C:4](=[O:15])[CH:5]([NH:7][C:8]([O:10][C:11]([CH3:14])([CH3:13])[CH3:12])=[O:9])[CH3:6].[CH2:16]([N:18]1[C:23]([C:24]([C:26]2[CH:27]=[C:28]([CH:31]=[C:32]([CH3:34])[CH:33]=2)[C:29]#[N:30])=[O:25])=[C:22]([CH:35]([CH3:37])[CH3:36])[C:21](=[O:38])[NH:20][C:19]1=[O:39])[CH3:17].C([O-])([O-])=O.[K+].[K+]. The catalyst is CN(C=O)C.[I-].C([N+](CCCC)(CCCC)CCCC)CCC. (7) The yield is 0.220. The reactants are [F:1][C:2]1[C:3]([F:12])=[CH:4][C:5]2[S:9][C:8]([NH2:10])=[N:7][C:6]=2[CH:11]=1.[F:13][C:14]1[CH:22]=[CH:21][CH:20]=[C:19]([F:23])[C:15]=1[C:16](Cl)=[O:17].Br[CH:25]([CH2:30][CH3:31])[C:26]([O:28]C)=[O:27].COC1C=CC2N=C(N)SC=2C=1.ClC1C=C(C=CC=1)C(Cl)=O.BrCC(OCC)=O. The product is [F:13][C:14]1[CH:22]=[CH:21][CH:20]=[C:19]([F:23])[C:15]=1[C:16]([N:10]=[C:8]1[N:7]([CH:25]([CH2:30][CH3:31])[C:26]([OH:28])=[O:27])[C:6]2[CH:11]=[C:2]([F:1])[C:3]([F:12])=[CH:4][C:5]=2[S:9]1)=[O:17]. No catalyst specified. (8) The reactants are [Cl:1][C:2]1[CH:7]=[CH:6][C:5](B(O)O)=[CH:4][CH:3]=1.[C:11]([NH:18][CH2:19][CH2:20][C:21]1[CH:26]=[CH:25][C:24]([OH:27])=[CH:23][CH:22]=1)([O:13][C:14]([CH3:17])([CH3:16])[CH3:15])=[O:12].N1C=CC=CC=1. The catalyst is C(Cl)Cl. The yield is 0.681. The product is [C:14]([O:13][C:11](=[O:12])[NH:18][CH2:19][CH2:20][C:21]1[CH:26]=[CH:25][C:24]([O:27][C:5]2[CH:6]=[CH:7][C:2]([Cl:1])=[CH:3][CH:4]=2)=[CH:23][CH:22]=1)([CH3:17])([CH3:15])[CH3:16].